Dataset: Forward reaction prediction with 1.9M reactions from USPTO patents (1976-2016). Task: Predict the product of the given reaction. (1) Given the reactants [CH2:1]([NH:8][C:9]([C:11]1[S:15][C:14]([N:16]2[CH2:21][CH2:20][CH2:19][C:18](=[CH:22][C:23]3[CH:24]=[N:25][CH:26]=[CH:27][CH:28]=3)[C:17]2=[O:29])=[N:13][C:12]=1[CH3:30])=[O:10])[C:2]1[CH:7]=[CH:6][CH:5]=[CH:4][CH:3]=1, predict the reaction product. The product is: [CH2:1]([NH:8][C:9]([C:11]1[S:15][C:14]([N:16]2[CH2:21][CH2:20][CH2:19][CH:18]([CH2:22][C:23]3[CH:24]=[N:25][CH:26]=[CH:27][CH:28]=3)[C:17]2=[O:29])=[N:13][C:12]=1[CH3:30])=[O:10])[C:2]1[CH:3]=[CH:4][CH:5]=[CH:6][CH:7]=1. (2) Given the reactants [C:1]1([CH:7]([C:29]2[CH:34]=[CH:33][CH:32]=[CH:31][CH:30]=2)[N:8]2[C:16]3[C:11](=[N:12][CH:13]=[CH:14][CH:15]=3)[CH:10]([C:17]3[C:26]([OH:27])=[CH:25][C:20]4[O:21][CH2:22][CH2:23][O:24][C:19]=4[CH:18]=3)[C:9]2=[O:28])[CH:6]=[CH:5][CH:4]=[CH:3][CH:2]=1.[C:35]1(C(C2C=CC=CC=2)N2C3=NC=CC=C3C(C3C(O)=CC4OCCOC=4C=3)C2=O)C=CC=CC=1, predict the reaction product. The product is: [C:29]1([CH:7]([C:1]2[CH:2]=[CH:3][CH:4]=[CH:5][CH:6]=2)[N:8]2[C:16]3[C:11](=[N:12][CH:13]=[CH:14][CH:15]=3)[C:10]3([C:17]4[C:26](=[CH:25][C:20]5[O:21][CH2:22][CH2:23][O:24][C:19]=5[CH:18]=4)[O:27][CH2:35]3)[C:9]2=[O:28])[CH:30]=[CH:31][CH:32]=[CH:33][CH:34]=1.